Dataset: Catalyst prediction with 721,799 reactions and 888 catalyst types from USPTO. Task: Predict which catalyst facilitates the given reaction. (1) Reactant: [CH3:1][NH:2][C:3]([C:5]1[C:10](=[O:11])[N:9]([C:12]2[CH:17]=[CH:16][CH:15]=[C:14]([C:18]([F:21])([F:20])[F:19])[CH:13]=2)[C:8]([CH3:22])=[CH:7][N:6]=1)=[O:4].[Br:23]N1C(=O)CCC1=O.O. Product: [Br:23][C:7]1[N:6]=[C:5]([C:3]([NH:2][CH3:1])=[O:4])[C:10](=[O:11])[N:9]([C:12]2[CH:17]=[CH:16][CH:15]=[C:14]([C:18]([F:21])([F:19])[F:20])[CH:13]=2)[C:8]=1[CH3:22]. The catalyst class is: 3. (2) Reactant: [CH3:1][S:2](Cl)(=[O:4])=[O:3].[NH2:6][C:7]1[CH:8]=[C:9]([C:13]2[CH:18]=[CH:17][C:16]([C:19]3[CH:20]([NH:24][S:25]([CH:28]([CH3:30])[CH3:29])(=[O:27])=[O:26])[CH2:21][CH2:22][CH:23]=3)=[CH:15][CH:14]=2)[CH:10]=[CH:11][CH:12]=1.C1CCN2C(=NCCC2)CC1. Product: [CH3:29][CH:28]([S:25]([NH:24][CH:20]1[CH2:21][CH2:22][CH:23]=[C:19]1[C:16]1[CH:15]=[CH:14][C:13]([C:9]2[CH:10]=[CH:11][CH:12]=[C:7]([NH:6][S:2]([CH3:1])(=[O:4])=[O:3])[CH:8]=2)=[CH:18][CH:17]=1)(=[O:27])=[O:26])[CH3:30]. The catalyst class is: 2. (3) Reactant: [CH2:1]([O:3][C:4]1[CH:9]=[C:8]([CH3:10])[CH:7]=[CH:6][C:5]=1[NH:11][CH:12]1[CH2:17][CH2:16][N:15]([CH2:18][CH2:19][CH2:20][CH2:21][NH:22][C:23]([C:25]2[CH:30]=[CH:29][C:28]([C:31]3[CH:36]=[CH:35][C:34]([C:37]([F:40])([F:39])[F:38])=[CH:33][CH:32]=3)=[CH:27][CH:26]=2)=[O:24])[CH2:14][CH2:13]1)[CH3:2].[C:41]1([S:47](Cl)(=[O:49])=[O:48])[CH:46]=[CH:45][CH:44]=[CH:43][CH:42]=1.O. Product: [C:41]1([S:47]([N:11]([C:5]2[CH:6]=[CH:7][C:8]([CH3:10])=[CH:9][C:4]=2[O:3][CH2:1][CH3:2])[CH:12]2[CH2:13][CH2:14][N:15]([CH2:18][CH2:19][CH2:20][CH2:21][NH:22][C:23]([C:25]3[CH:30]=[CH:29][C:28]([C:31]4[CH:32]=[CH:33][C:34]([C:37]([F:38])([F:40])[F:39])=[CH:35][CH:36]=4)=[CH:27][CH:26]=3)=[O:24])[CH2:16][CH2:17]2)(=[O:49])=[O:48])[CH:46]=[CH:45][CH:44]=[CH:43][CH:42]=1. The catalyst class is: 2. (4) Reactant: C([Li])CCC.[C:6]([C:8]1[CH:19]=[CH:18][C:11]([CH2:12][N:13]2[CH2:17][CH2:16][CH2:15][CH2:14]2)=[CH:10][CH:9]=1)#[CH:7].[C:20](=[O:22])=[O:21].Cl. The catalyst class is: 323. Product: [N:13]1([CH2:12][C:11]2[CH:18]=[CH:19][C:8]([C:6]#[C:7][C:20]([OH:22])=[O:21])=[CH:9][CH:10]=2)[CH2:17][CH2:16][CH2:15][CH2:14]1. (5) Reactant: [Cl:1][CH2:2][CH2:3][CH2:4][N:5]1[C:14]2[C:9](=[CH:10][CH:11]=[C:12]([CH3:15])[CH:13]=2)[CH2:8][CH2:7][C:6]1=[O:16].C(C1C(=O)C(Cl)=C(Cl)C(=O)C=1C#N)#N.O1CCOCC1. Product: [Cl:1][CH2:2][CH2:3][CH2:4][N:5]1[C:14]2[C:9](=[CH:10][CH:11]=[C:12]([CH3:15])[CH:13]=2)[CH:8]=[CH:7][C:6]1=[O:16]. The catalyst class is: 25. (6) Reactant: [F:1][C:2]([F:7])([F:6])[C:3]([OH:5])=[O:4].[CH:8]([NH:11][C:12]([CH2:14][O:15][C:16]1[CH:17]=[C:18]([CH:38]=[CH:39][CH:40]=1)[C:19]([C:21]1[C:30]2[C:25](=[CH:26][C:27]([O:33][CH3:34])=[C:28]([O:31][CH3:32])[CH:29]=2)[C:24]([C:35]([OH:37])=[O:36])=[CH:23][N:22]=1)=[O:20])=[O:13])([CH3:10])[CH3:9].[CH3:41][CH:42](N)[C:43]1C=CC=[CH:45][CH:44]=1. Product: [F:1][C:2]([F:7])([F:6])[C:3]([OH:5])=[O:4].[CH3:34][O:33][C:27]1[CH:26]=[C:25]2[C:30](=[CH:29][C:28]=1[O:31][CH3:32])[C:21]([C:19](=[O:20])[C:18]1[CH:38]=[CH:39][CH:40]=[C:16]([O:15][CH2:14][C:12](=[O:13])[NH:11][CH:8]([C:10]3[CH:45]=[CH:44][CH:43]=[CH:42][CH:41]=3)[CH3:9])[CH:17]=1)=[N:22][CH:23]=[C:24]2[C:35]([OH:37])=[O:36]. The catalyst class is: 2. (7) Reactant: [CH:1]1([C:7]2[S:24][C:10]3[N:11]=[C:12]([CH3:23])[N:13]=[C:14]([CH2:15][NH:16][CH:17]4[CH2:22][CH2:21][CH2:20][CH2:19][CH2:18]4)[C:9]=3[CH:8]=2)[CH2:6][CH2:5][CH2:4][CH2:3][CH2:2]1.C(Cl)Cl.[C:28](Cl)(=[O:30])[CH3:29]. Product: [CH:17]1([N:16]([CH2:15][C:14]2[C:9]3[CH:8]=[C:7]([CH:1]4[CH2:2][CH2:3][CH2:4][CH2:5][CH2:6]4)[S:24][C:10]=3[N:11]=[C:12]([CH3:23])[N:13]=2)[C:28](=[O:30])[CH3:29])[CH2:18][CH2:19][CH2:20][CH2:21][CH2:22]1. The catalyst class is: 6. (8) Reactant: Cl.C(OCC)C.[Cl:7][C:8]1[N:9]=[C:10]([NH:24][CH2:25][CH2:26][CH3:27])[C:11]2[N:12]=[C:13]([NH:22][CH3:23])[N:14]=[C:15]([NH:18][CH2:19][CH2:20][CH3:21])[C:16]=2[N:17]=1. Product: [ClH:7].[Cl:7][C:8]1[N:9]=[C:10]([NH:24][CH2:25][CH2:26][CH3:27])[C:11]2[N:12]=[C:13]([NH:22][CH3:23])[N:14]=[C:15]([NH:18][CH2:19][CH2:20][CH3:21])[C:16]=2[N:17]=1. The catalyst class is: 27. (9) Product: [CH:6]1([CH2:5][CH:4]([C@@H:9]2[C:17]3[C:12](=[CH:13][CH:14]=[CH:15][CH:16]=3)[CH2:11][C@H:10]2[NH:18][C:19]([C:21]2[NH:25][C:24]3[C:26]([Cl:30])=[C:27]([Cl:29])[S:28][C:23]=3[CH:22]=2)=[O:20])[C:3]([OH:31])=[O:2])[CH2:8][CH2:7]1. The catalyst class is: 200. Reactant: C[O:2][C:3](=[O:31])[CH:4]([C@@H:9]1[C:17]2[C:12](=[CH:13][CH:14]=[CH:15][CH:16]=2)[CH2:11][C@H:10]1[NH:18][C:19]([C:21]1[NH:25][C:24]2[C:26]([Cl:30])=[C:27]([Cl:29])[S:28][C:23]=2[CH:22]=1)=[O:20])[CH2:5][CH:6]1[CH2:8][CH2:7]1.[OH-].[Na+].CCOC(C)=O.Cl. (10) Reactant: [ClH:1].[CH3:2][N:3]1[C:7]2[CH2:8][CH2:9][N:10](C(OC(C)(C)C)=O)[CH2:11][CH2:12][C:6]=2[C:5]2[CH:20]=[CH:21][C:22]([N:24]3[CH:29]=[CH:28][C:27]([C:30]4[CH:31]=[N:32][C:33]([C:36]([F:39])([F:38])[F:37])=[CH:34][CH:35]=4)=[CH:26][C:25]3=[O:40])=[N:23][C:4]1=2. Product: [ClH:1].[CH3:2][N:3]1[C:7]2[CH2:8][CH2:9][NH:10][CH2:11][CH2:12][C:6]=2[C:5]2[CH:20]=[CH:21][C:22]([N:24]3[CH:29]=[CH:28][C:27]([C:30]4[CH:31]=[N:32][C:33]([C:36]([F:39])([F:38])[F:37])=[CH:34][CH:35]=4)=[CH:26][C:25]3=[O:40])=[N:23][C:4]1=2. The catalyst class is: 275.